Task: Regression. Given two drug SMILES strings and cell line genomic features, predict the synergy score measuring deviation from expected non-interaction effect.. Dataset: NCI-60 drug combinations with 297,098 pairs across 59 cell lines (1) Drug 1: CN(C)C1=NC(=NC(=N1)N(C)C)N(C)C. Drug 2: CC1=CC=C(C=C1)C2=CC(=NN2C3=CC=C(C=C3)S(=O)(=O)N)C(F)(F)F. Cell line: NCI-H460. Synergy scores: CSS=7.25, Synergy_ZIP=1.73, Synergy_Bliss=10.3, Synergy_Loewe=6.11, Synergy_HSA=7.06. (2) Drug 1: CC1=C(C=C(C=C1)C(=O)NC2=CC(=CC(=C2)C(F)(F)F)N3C=C(N=C3)C)NC4=NC=CC(=N4)C5=CN=CC=C5. Drug 2: C1=CN(C=N1)CC(O)(P(=O)(O)O)P(=O)(O)O. Cell line: COLO 205. Synergy scores: CSS=0.575, Synergy_ZIP=-2.90, Synergy_Bliss=-3.52, Synergy_Loewe=-4.75, Synergy_HSA=-4.62. (3) Drug 1: CC1=C2C(C(=O)C3(C(CC4C(C3C(C(C2(C)C)(CC1OC(=O)C(C(C5=CC=CC=C5)NC(=O)OC(C)(C)C)O)O)OC(=O)C6=CC=CC=C6)(CO4)OC(=O)C)OC)C)OC. Drug 2: CS(=O)(=O)CCNCC1=CC=C(O1)C2=CC3=C(C=C2)N=CN=C3NC4=CC(=C(C=C4)OCC5=CC(=CC=C5)F)Cl. Cell line: HCT116. Synergy scores: CSS=52.7, Synergy_ZIP=12.5, Synergy_Bliss=10.1, Synergy_Loewe=-24.9, Synergy_HSA=9.92. (4) Drug 1: CN(C)N=NC1=C(NC=N1)C(=O)N. Drug 2: C1CCC(C(C1)N)N.C(=O)(C(=O)[O-])[O-].[Pt+4]. Cell line: U251. Synergy scores: CSS=16.8, Synergy_ZIP=-2.03, Synergy_Bliss=5.31, Synergy_Loewe=6.89, Synergy_HSA=7.46. (5) Drug 1: CS(=O)(=O)C1=CC(=C(C=C1)C(=O)NC2=CC(=C(C=C2)Cl)C3=CC=CC=N3)Cl. Drug 2: C1=NC2=C(N1)C(=S)N=CN2. Cell line: HS 578T. Synergy scores: CSS=-7.90, Synergy_ZIP=-8.01, Synergy_Bliss=-23.1, Synergy_Loewe=-51.9, Synergy_HSA=-28.5. (6) Drug 1: CC1=C(C=C(C=C1)C(=O)NC2=CC(=CC(=C2)C(F)(F)F)N3C=C(N=C3)C)NC4=NC=CC(=N4)C5=CN=CC=C5. Drug 2: C1CC(=O)NC(=O)C1N2C(=O)C3=CC=CC=C3C2=O. Cell line: HCT116. Synergy scores: CSS=-1.92, Synergy_ZIP=0.724, Synergy_Bliss=-5.18, Synergy_Loewe=-4.90, Synergy_HSA=-10.5.